Dataset: Forward reaction prediction with 1.9M reactions from USPTO patents (1976-2016). Task: Predict the product of the given reaction. (1) Given the reactants [CH3:1][Si:2]([CH3:13])([CH3:12])[C:3]1[CH:4]=[C:5](B(O)O)[CH:6]=[CH:7][CH:8]=1.Br[C:15]1[CH:20]=[C:19]([CH3:21])[CH:18]=[CH:17][N:16]=1.C(=O)([O-])[O-].[Cs+].[Cs+].C(P(C(C)(C)C)C(C)(C)C)(C)(C)C, predict the reaction product. The product is: [CH3:21][C:19]1[CH:18]=[CH:17][N:16]=[C:15]([C:5]2[CH:6]=[CH:7][CH:8]=[C:3]([Si:2]([CH3:13])([CH3:12])[CH3:1])[CH:4]=2)[CH:20]=1. (2) Given the reactants Br[C:2]1[CH:3]=[C:4]([CH2:19][C:20]([CH3:26])([CH3:25])[CH2:21][C:22]([OH:24])=[O:23])[CH:5]=[CH:6][C:7]=1[O:8][CH2:9][CH2:10][CH2:11][NH:12][C:13]1[CH:18]=[CH:17][CH:16]=[CH:15][N:14]=1.[C:27]1(P(C2C=CC=CC=2)C2C=CC=CC=2)C=CC=C[CH:28]=1.C[Si](C#C)(C)C, predict the reaction product. The product is: [C:27]([C:2]1[CH:3]=[C:4]([CH2:19][C:20]([CH3:26])([CH3:25])[CH2:21][C:22]([OH:24])=[O:23])[CH:5]=[CH:6][C:7]=1[O:8][CH2:9][CH2:10][CH2:11][NH:12][C:13]1[CH:18]=[CH:17][CH:16]=[CH:15][N:14]=1)#[CH:28]. (3) Given the reactants [CH3:1][C:2]1([CH3:23])[O:6][C:5](=[O:7])[N:4]([C:8]2[CH:16]=[CH:15][C:11]([C:12](O)=[O:13])=[CH:10][CH:9]=2)[C@H:3]1[C:17]1[CH:22]=[CH:21][CH:20]=[CH:19][CH:18]=1.S(Cl)([Cl:26])=O, predict the reaction product. The product is: [CH3:1][C:2]1([CH3:23])[O:6][C:5](=[O:7])[N:4]([C:8]2[CH:16]=[CH:15][C:11]([C:12]([Cl:26])=[O:13])=[CH:10][CH:9]=2)[C@H:3]1[C:17]1[CH:22]=[CH:21][CH:20]=[CH:19][CH:18]=1. (4) Given the reactants FC(F)(F)C(O)=O.[CH3:8][CH:9]([O:11][C:12]1[CH:19]=[CH:18][C:17]([C:20]2[O:24][N:23]=[C:22]([C:25]3[CH:34]=[CH:33][CH:32]=[C:31]4[C:26]=3[CH2:27][CH2:28][NH:29][CH2:30]4)[N:21]=2)=[CH:16][C:13]=1[C:14]#[N:15])[CH3:10].[CH2:35]([OH:40])[CH:36]([OH:39])[CH:37]=O.C(O)(=O)C.C(O[BH-](OC(=O)C)OC(=O)C)(=O)C.[Na+].C(=O)([O-])O.[Na+], predict the reaction product. The product is: [OH:39][CH:36]([CH2:35][OH:40])[CH2:37][N:29]1[CH2:28][CH2:27][C:26]2[C:31](=[CH:32][CH:33]=[CH:34][C:25]=2[C:22]2[N:21]=[C:20]([C:17]3[CH:18]=[CH:19][C:12]([O:11][CH:9]([CH3:8])[CH3:10])=[C:13]([CH:16]=3)[C:14]#[N:15])[O:24][N:23]=2)[CH2:30]1. (5) The product is: [OH:15][C:13]1[CH:12]=[CH:11][C:10]2[N:6]([CH2:5][C:4]([OH:18])=[O:3])[C:7](=[O:17])[O:8][C:9]=2[CH:14]=1. Given the reactants C([O:3][C:4](=[O:18])[CH2:5][N:6]1[C:10]2[CH:11]=[CH:12][C:13]([O:15]C)=[CH:14][C:9]=2[O:8][C:7]1=[O:17])C.B(Br)(Br)Br, predict the reaction product.